This data is from Peptide-MHC class II binding affinity with 134,281 pairs from IEDB. The task is: Regression. Given a peptide amino acid sequence and an MHC pseudo amino acid sequence, predict their binding affinity value. This is MHC class II binding data. (1) The peptide sequence is RRSIPVNEALAAAGL. The MHC is DRB1_0404 with pseudo-sequence DRB1_0404. The binding affinity (normalized) is 0.502. (2) The peptide sequence is AAATAGTTVYGMFAA. The MHC is HLA-DQA10501-DQB10301 with pseudo-sequence HLA-DQA10501-DQB10301. The binding affinity (normalized) is 0.552. (3) The binding affinity (normalized) is 0. The MHC is H-2-IAb with pseudo-sequence H-2-IAb. The peptide sequence is CFKYLLIQGHYDQKL.